Dataset: Full USPTO retrosynthesis dataset with 1.9M reactions from patents (1976-2016). Task: Predict the reactants needed to synthesize the given product. (1) Given the product [N:19]1[CH:20]=[CH:21][CH:22]=[C:17]([C:14]2[CH:15]=[C:16]3[C:8]([C:6]4[N:7]=[C:2]([N:31]5[CH2:36][CH2:35][CH2:34][C@@H:33]([OH:37])[CH2:32]5)[CH:3]=[CH:4][CH:5]=4)=[N:9][N:10]([CH2:23][O:24][CH2:25][CH2:26][Si:27]([CH3:30])([CH3:29])[CH3:28])[C:11]3=[CH:12][N:13]=2)[CH:18]=1, predict the reactants needed to synthesize it. The reactants are: F[C:2]1[N:7]=[C:6]([C:8]2[C:16]3[C:11](=[CH:12][N:13]=[C:14]([C:17]4[CH:18]=[N:19][CH:20]=[CH:21][CH:22]=4)[CH:15]=3)[N:10]([CH2:23][O:24][CH2:25][CH2:26][Si:27]([CH3:30])([CH3:29])[CH3:28])[N:9]=2)[CH:5]=[CH:4][CH:3]=1.[NH:31]1[CH2:36][CH2:35][CH2:34][C@@H:33]([OH:37])[CH2:32]1.CCN(C(C)C)C(C)C. (2) Given the product [CH2:25]([O:27][C:28](=[O:53])[CH2:29][CH2:30][CH2:31][O:32][C:33]1[CH:38]=[CH:37][CH:36]=[C:35]([CH2:39][CH2:40][CH2:41][CH2:42][CH2:43][CH2:44][O:17][C:12]2[CH:13]=[C:14]([I:16])[CH:15]=[C:10]([C:9](=[O:18])[NH:8][CH2:1][C:2]3[CH:3]=[CH:4][CH:5]=[CH:6][CH:7]=3)[CH:11]=2)[C:34]=1[CH2:46][CH2:47][C:48]([O:50][CH2:51][CH3:52])=[O:49])[CH3:26], predict the reactants needed to synthesize it. The reactants are: [CH2:1]([NH:8][C:9](=[O:18])[C:10]1[CH:15]=[C:14]([I:16])[CH:13]=[C:12]([OH:17])[CH:11]=1)[C:2]1[CH:7]=[CH:6][CH:5]=[CH:4][CH:3]=1.C(=O)([O-])[O-].[K+].[K+].[CH2:25]([O:27][C:28](=[O:53])[CH2:29][CH2:30][CH2:31][O:32][C:33]1[CH:38]=[CH:37][CH:36]=[C:35]([CH2:39][CH2:40][CH2:41][CH2:42][CH2:43][CH2:44]Br)[C:34]=1[CH2:46][CH2:47][C:48]([O:50][CH2:51][CH3:52])=[O:49])[CH3:26]. (3) Given the product [F:3][CH2:4][C@@:5]1([C:55]([OH:57])=[O:56])[CH2:10][CH2:9][C:8]([C:11]2[C:12]([CH3:54])([CH3:53])[C@H:13]3[C@:26]([CH3:29])([CH2:27][CH:28]=2)[C@@H:25]2[C@:16]([CH3:52])([C@@:17]4([CH3:51])[C@H:22]([CH2:23][CH2:24]2)[C@H:21]2[C@H:30]([C:33]([CH3:35])=[CH2:34])[CH2:31][CH2:32][C@:20]2([NH:36][CH2:37][CH2:38][C:39]2([OH:50])[CH2:44][CH2:43][CH:42]([O:45][S:46]([CH3:49])(=[O:48])=[O:47])[CH2:41][CH2:40]2)[CH2:19][CH2:18]4)[CH2:15][CH2:14]3)=[CH:7][CH2:6]1, predict the reactants needed to synthesize it. The reactants are: [OH-].[Na+].[F:3][CH2:4][C@@:5]1([C:55]([O:57]CC2C=CC=CC=2)=[O:56])[CH2:10][CH2:9][C:8]([C:11]2[C:12]([CH3:54])([CH3:53])[C@H:13]3[C@:26]([CH3:29])([CH2:27][CH:28]=2)[C@@H:25]2[C@:16]([CH3:52])([C@@:17]4([CH3:51])[C@H:22]([CH2:23][CH2:24]2)[C@H:21]2[C@H:30]([C:33]([CH3:35])=[CH2:34])[CH2:31][CH2:32][C@:20]2([NH:36][CH2:37][CH2:38][C:39]2([OH:50])[CH2:44][CH2:43][CH:42]([O:45][S:46]([CH3:49])(=[O:48])=[O:47])[CH2:41][CH2:40]2)[CH2:19][CH2:18]4)[CH2:15][CH2:14]3)=[CH:7][CH2:6]1. (4) Given the product [CH2:1]([O:3][C:4]([C:6]1[C:15]([O:16][CH3:17])=[C:14]([O:18][CH3:19])[C:13]2[C:8](=[CH:9][CH:10]=[CH:11][CH:12]=2)[N:7]=1)=[O:5])[CH3:2].[CH2:1]([O:3][C:4]([C:6]1[N:7]([CH3:19])[C:8]2[C:13]([C:14](=[O:18])[C:15]=1[O:16][CH3:17])=[CH:12][CH:11]=[CH:10][CH:9]=2)=[O:5])[CH3:2], predict the reactants needed to synthesize it. The reactants are: [CH2:1]([O:3][C:4]([C:6]1[NH:7][C:8]2[C:13]([C:14](=[O:18])[C:15]=1[O:16][CH3:17])=[CH:12][CH:11]=[CH:10][CH:9]=2)=[O:5])[CH3:2].[C:19](=O)([O-])[O-].[K+].[K+].IC. (5) Given the product [Si:15]([O:1][CH2:2][CH:3]1[CH2:8][CH2:7][CH2:6][NH:5][C:4]1=[O:9])([C:28]([CH3:31])([CH3:30])[CH3:29])([C:22]1[CH:23]=[CH:24][CH:25]=[CH:26][CH:27]=1)[C:16]1[CH:21]=[CH:20][CH:19]=[CH:18][CH:17]=1, predict the reactants needed to synthesize it. The reactants are: [OH:1][CH2:2][CH:3]1[CH2:8][CH2:7][CH2:6][NH:5][C:4]1=[O:9].N1C=CN=C1.[Si:15](Cl)([C:28]([CH3:31])([CH3:30])[CH3:29])([C:22]1[CH:27]=[CH:26][CH:25]=[CH:24][CH:23]=1)[C:16]1[CH:21]=[CH:20][CH:19]=[CH:18][CH:17]=1.O. (6) Given the product [CH2:10]([O:9][C:7](=[O:8])[C:6]1[CH:12]=[C:2]([C:29]2[CH2:30][CH2:31][CH2:32][C:28]=2[C:22]2[CH:23]=[C:24]([Cl:27])[CH:25]=[CH:26][C:21]=2[O:20][CH2:19][C:18]2[CH:17]=[CH:16][C:15]([F:14])=[CH:37][CH:36]=2)[CH:3]=[CH:4][C:5]=1[F:13])[CH3:11], predict the reactants needed to synthesize it. The reactants are: Br[C:2]1[CH:3]=[CH:4][C:5]([F:13])=[C:6]([CH:12]=1)[C:7]([O:9][CH2:10][CH3:11])=[O:8].[F:14][C:15]1[CH:37]=[CH:36][C:18]([CH2:19][O:20][C:21]2[CH:26]=[CH:25][C:24]([Cl:27])=[CH:23][C:22]=2[C:28]2[CH2:32][CH2:31][CH2:30][C:29]=2B(O)O)=[CH:17][CH:16]=1. (7) Given the product [C:4]([O:3][C:1]([N:8]1[CH2:13][CH2:12][N:11]([C:18]2[N:23]=[CH:22][CH:21]=[CH:20][N:19]=2)[C:10](=[O:14])[CH2:9]1)=[O:2])([CH3:7])([CH3:6])[CH3:5], predict the reactants needed to synthesize it. The reactants are: [C:1]([N:8]1[CH2:13][CH2:12][NH:11][C:10](=[O:14])[CH2:9]1)([O:3][C:4]([CH3:7])([CH3:6])[CH3:5])=[O:2].[H-].[Na+].Br[C:18]1[N:23]=[CH:22][CH:21]=[CH:20][N:19]=1.O. (8) Given the product [CH3:51][O:52][C:53](=[O:68])[C:54]1[CH:59]=[CH:58][C:57]([CH3:60])=[C:56]([O:61][CH:62]2[CH2:67][CH2:66][N:65]([C:25](=[O:27])[CH2:24][NH:23][C:21]([C:18]3[CH:17]=[C:16]([C:10]4[CH:11]=[CH:12][CH:13]=[CH:14][CH:15]=4)[NH:20][N:19]=3)=[O:22])[CH2:64][CH2:63]2)[CH:55]=1, predict the reactants needed to synthesize it. The reactants are: CCN(C(C)C)C(C)C.[C:10]1([C:16]2[NH:20][N:19]=[C:18]([C:21]([NH:23][CH2:24][C:25]([OH:27])=O)=[O:22])[CH:17]=2)[CH:15]=[CH:14][CH:13]=[CH:12][CH:11]=1.C1C=CC2N(O)N=NC=2C=1.CCN=C=NCCCN(C)C.Cl.Cl.[CH3:51][O:52][C:53](=[O:68])[C:54]1[CH:59]=[CH:58][C:57]([CH3:60])=[C:56]([O:61][CH:62]2[CH2:67][CH2:66][NH:65][CH2:64][CH2:63]2)[CH:55]=1.Cl.ClC1C=CC=CC=1OC1CCNCC1. (9) Given the product [C:45]([C:9]1[NH:8][C:16]2[C:11]([CH:10]=1)=[CH:12][CH:13]=[CH:14][CH:15]=2)([O:46][C:55]([CH3:54])([CH3:56])[CH3:57])=[O:48].[N:8]1[CH:16]=[CH:11][CH:12]=[CH:13][CH:14]=1, predict the reactants needed to synthesize it. The reactants are: C(OC([N:8]1[C:16]2[C:11](=[CH:12][C:13](OS(C(F)(F)C(F)(F)C(F)(F)C(F)(F)F)(=O)=O)=[CH:14][CH:15]=2)[C:10](C(OCC2C=CC=CC=2)=O)=[C:9]1C)=O)(C)(C)C.[C:45](=[O:48])([O-])[O-:46].[Na+].[Na+].[CH3:54][CH2:55][CH2:56][CH2:54][CH2:55][CH3:56].[C:57](OCC)(=O)[CH3:57].